This data is from Full USPTO retrosynthesis dataset with 1.9M reactions from patents (1976-2016). The task is: Predict the reactants needed to synthesize the given product. (1) Given the product [CH3:1][N:2]([CH3:21])[C:3]1[CH:20]=[CH:19][C:6]([C:7]([NH:9][C:10]2[CH:15]=[CH:14][CH:13]=[C:12](/[CH:16]=[CH:25]/[N+:22]([O-:24])=[O:23])[C:11]=2[F:18])=[O:8])=[CH:5][CH:4]=1, predict the reactants needed to synthesize it. The reactants are: [CH3:1][N:2]([CH3:21])[C:3]1[CH:20]=[CH:19][C:6]([C:7]([NH:9][C:10]2[CH:15]=[CH:14][CH:13]=[C:12]([CH:16]=O)[C:11]=2[F:18])=[O:8])=[CH:5][CH:4]=1.[N+:22]([CH3:25])([O-:24])=[O:23].C([O-])(=O)C.[NH4+].C(O)(=O)C. (2) Given the product [CH3:1][C:2]1[CH:7]=[CH:6][C:5]([CH3:8])=[CH:4][C:3]=1[CH2:9][C:10]([N:19]1[CH2:23][CH2:22][C:21]([C:24]2[CH:29]=[CH:28][C:27]([OH:30])=[CH:26][CH:25]=2)=[N:20]1)=[O:12], predict the reactants needed to synthesize it. The reactants are: [CH3:1][C:2]1[CH:7]=[CH:6][C:5]([CH3:8])=[CH:4][C:3]=1[CH2:9][C:10]([OH:12])=O.C(Cl)(=O)C(Cl)=O.[NH:19]1[CH2:23][CH2:22][C:21]([C:24]2[CH:29]=[CH:28][C:27]([OH:30])=[CH:26][CH:25]=2)=[N:20]1. (3) The reactants are: [O:1]=[C:2]1[CH2:7][CH2:6][CH:5]([NH:8][C:9](=[O:15])[O:10][C:11]([CH3:14])([CH3:13])[CH3:12])[CH2:4][CH2:3]1.[Br:16]Br.S([O-])([O-])(=O)=O.[Na+].[Na+]. Given the product [Br:16][CH:7]1[C:2](=[O:1])[CH2:3][CH2:4][CH:5]([NH:8][C:9](=[O:15])[O:10][C:11]([CH3:12])([CH3:14])[CH3:13])[CH2:6]1, predict the reactants needed to synthesize it. (4) The reactants are: [NH2:1][C:2]1[N:7]=[CH:6][C:5]([C:8]2[CH:13]=[CH:12][C:11]([OH:14])=[CH:10][CH:9]=2)=[C:4]([CH:15]([CH3:17])C)[C:3]=1[C:18]1[CH:23]=[CH:22][C:21]([OH:24])=[CH:20][CH:19]=1.[CH:25](=O)[CH2:26][CH3:27].[BH-](OC(C)=O)(OC(C)=O)OC(C)=O.[Na+]. Given the product [CH2:15]([C:4]1[C:3]([C:18]2[CH:19]=[CH:20][C:21]([OH:24])=[CH:22][CH:23]=2)=[C:2]([NH:1][CH2:25][CH2:26][CH3:27])[N:7]=[CH:6][C:5]=1[C:8]1[CH:9]=[CH:10][C:11]([OH:14])=[CH:12][CH:13]=1)[CH3:17], predict the reactants needed to synthesize it.